Dataset: Reaction yield outcomes from USPTO patents with 853,638 reactions. Task: Predict the reaction yield, written as a fraction of the theoretical maximum amount of product (1.0 means a 100% yield; for example, 0.34 means a 34% yield). (1) The reactants are [Cl:1][C:2]1[C:7]([C:8]2[CH:13]=[CH:12][C:11]([N:14]3[CH2:19][CH2:18][CH2:17][CH2:16][CH2:15]3)=[CH:10][CH:9]=2)=[CH:6][C:5]([C:20]([O:22]C)=O)=[C:4]([NH:24][C:25](=[O:34])[CH2:26][C:27]2[CH:32]=[CH:31][CH:30]=[C:29]([Cl:33])[CH:28]=2)[CH:3]=1.C[Si]([N-][Si](C)(C)C)(C)C.[K+]. The catalyst is O1CCCC1. The product is [Cl:1][C:2]1[CH:3]=[C:4]2[C:5]([C:20]([OH:22])=[C:26]([C:27]3[CH:32]=[CH:31][CH:30]=[C:29]([Cl:33])[CH:28]=3)[C:25](=[O:34])[NH:24]2)=[CH:6][C:7]=1[C:8]1[CH:13]=[CH:12][C:11]([N:14]2[CH2:15][CH2:16][CH2:17][CH2:18][CH2:19]2)=[CH:10][CH:9]=1. The yield is 0.950. (2) The reactants are [CH:1]1([N:4]2[C:13]3[C:8](=[CH:9][C:10]([F:37])=[C:11]([N:16]4[CH2:21][CH2:20][CH:19]([NH:22][C:23](=[O:34])[C@H:24]([CH3:33])[NH:25]C(OC(C)(C)C)=O)[C:18]([CH3:36])([CH3:35])[CH2:17]4)[C:12]=3[O:14][CH3:15])[C:7](=[O:38])[C:6]([C:39]([OH:41])=[O:40])=[CH:5]2)[CH2:3][CH2:2]1.[ClH:42]. No catalyst specified. The product is [ClH:42].[CH:1]1([N:4]2[C:13]3[C:8](=[CH:9][C:10]([F:37])=[C:11]([N:16]4[CH2:21][CH2:20][CH:19]([NH:22][C:23](=[O:34])[C@H:24]([CH3:33])[NH2:25])[C:18]([CH3:36])([CH3:35])[CH2:17]4)[C:12]=3[O:14][CH3:15])[C:7](=[O:38])[C:6]([C:39]([OH:41])=[O:40])=[CH:5]2)[CH2:3][CH2:2]1. The yield is 0.750. (3) The catalyst is CO. The product is [F:26][C:23]([F:24])([F:25])[CH2:22][CH2:21][N:20]1[C:16]([C:11]2[C:10]([CH2:9][OH:8])=[CH:15][CH:14]=[CH:13][N:12]=2)=[CH:17][CH:18]=[N:19]1. The reactants are [Si]([O:8][CH2:9][C:10]1[C:11]([C:16]2[N:20]([CH2:21][CH2:22][C:23]([F:26])([F:25])[F:24])[N:19]=[CH:18][CH:17]=2)=[N:12][CH:13]=[CH:14][CH:15]=1)(C(C)(C)C)(C)C.Cl. The yield is 0.990.